Dataset: Retrosynthesis with 50K atom-mapped reactions and 10 reaction types from USPTO. Task: Predict the reactants needed to synthesize the given product. (1) Given the product N#Cc1ccccc1Cn1c(Cl)cc(=O)[nH]c1=O, predict the reactants needed to synthesize it. The reactants are: N#Cc1ccccc1CBr.O=c1cc(Cl)[nH]c(=O)[nH]1. (2) The reactants are: CCCC[Sn](CCCC)(CCCC)c1cccc(Cl)n1.N#Cc1cccnc1Cl. Given the product N#Cc1cccnc1-c1cccc(Cl)n1, predict the reactants needed to synthesize it.